From a dataset of Reaction yield outcomes from USPTO patents with 853,638 reactions. Predict the reaction yield, written as a fraction of the theoretical maximum amount of product (1.0 means a 100% yield; for example, 0.34 means a 34% yield). (1) The reactants are Br[C:2]1[CH:3]=[C:4]([CH3:11])[CH:5]=[C:6]2[C:10]=1[NH:9][CH:8]=[CH:7]2.[Li]CCCC.[C:17](=[O:19])=[O:18].O. The catalyst is C1COCC1.CCCCCC. The product is [CH3:11][C:4]1[CH:5]=[C:6]2[C:10](=[C:2]([C:17]([OH:19])=[O:18])[CH:3]=1)[NH:9][CH:8]=[CH:7]2. The yield is 0.560. (2) The reactants are [O:1]=[C:2]([NH:9][CH:10]([C:12]1[O:13][C:14]2[CH:20]=[C:19]([CH2:21][CH2:22][C:23]3[CH:28]=[CH:27][C:26]([O:29][CH2:30][CH2:31][CH3:32])=[CH:25][CH:24]=3)[CH:18]=[CH:17][C:15]=2[CH:16]=1)[CH3:11])[CH2:3][C:4]([O:6]CC)=[O:5].[OH-].[Na+].Cl. The catalyst is C1COCC1.CO. The product is [O:1]=[C:2]([NH:9][CH:10]([C:12]1[O:13][C:14]2[CH:20]=[C:19]([CH2:21][CH2:22][C:23]3[CH:24]=[CH:25][C:26]([O:29][CH2:30][CH2:31][CH3:32])=[CH:27][CH:28]=3)[CH:18]=[CH:17][C:15]=2[CH:16]=1)[CH3:11])[CH2:3][C:4]([OH:6])=[O:5]. The yield is 0.790. (3) The reactants are [Cl:1][C:2]1[CH:7]=[CH:6][C:5]([C:8]2[C:12]3[CH2:13][N:14]([C:17](=[O:19])[CH3:18])[CH2:15][CH2:16][C:11]=3[N:10]([CH2:20][C@@H:21]([OH:24])[CH2:22]O)[N:9]=2)=[CH:4][C:3]=1[CH3:25].C1(C)C=CC(S([O-])(=O)=O)=CC=1.[NH+]1C=CC=CC=1.C(Br)(C)=O.C([O-])([O-])=O.[K+].[K+]. The catalyst is CC(OC)(OC)OC.CO. The product is [Cl:1][C:2]1[CH:7]=[CH:6][C:5]([C:8]2[C:12]3[CH2:13][N:14]([C:17](=[O:19])[CH3:18])[CH2:15][CH2:16][C:11]=3[N:10]([CH2:20][C@@H:21]3[CH2:22][O:24]3)[N:9]=2)=[CH:4][C:3]=1[CH3:25]. The yield is 0.370. (4) The reactants are [CH2:1]([OH:8])[C:2]1[CH:7]=[CH:6][CH:5]=[CH:4][CH:3]=1.C(N([CH:15]([CH3:17])[CH3:16])CC)(C)C.Cl[Si:19](Cl)([CH:23]([CH3:25])[CH3:24])[CH:20](C)[CH3:21].[C-]#[C-].[Li+].[Li+].C(N)CN. The catalyst is C1COCC1.O. The product is [CH2:1]([O:8][Si:19]([C:20]#[CH:21])([CH:15]([CH3:16])[CH3:17])[CH:23]([CH3:25])[CH3:24])[C:2]1[CH:7]=[CH:6][CH:5]=[CH:4][CH:3]=1. The yield is 0.410. (5) The reactants are [F:1][C:2]1[CH:7]=[CH:6][C:5]([C:8]2[CH:13]=[C:12]([CH:14]([CH3:16])[CH3:15])[N:11]=[C:10]([NH:17][CH3:18])[N:9]=2)=[CH:4][CH:3]=1.CCN(CC)CC.[CH3:26][S:27](Cl)(=[O:29])=[O:28]. The catalyst is C(Cl)Cl. The yield is 0.300. The product is [F:1][C:2]1[CH:3]=[CH:4][C:5]([C:8]2[CH:13]=[C:12]([CH:14]([CH3:16])[CH3:15])[N:11]=[C:10]([N:17]([CH3:18])[S:27]([CH3:26])(=[O:29])=[O:28])[N:9]=2)=[CH:6][CH:7]=1. (6) The yield is 0.780. The reactants are [CH3:1][O:2][C:3]1[CH:4]=[C:5]([CH:8]=[CH:9][C:10]=1[O:11][CH3:12])[CH:6]=O.[CH3:13][Si]([N-][Si](C)(C)C)(C)C.[Li+].C[Mg]Br.[NH4+:26].[Cl-:27]. The catalyst is C1COCC1. The product is [ClH:27].[CH3:1][O:2][C:3]1[C:4]([CH3:13])=[C:5]([CH:8]=[CH:9][C:10]=1[O:11][CH3:12])[CH2:6][NH2:26]. (7) The reactants are [CH:1]([C@H:4]([CH2:8]/[CH:9]=[CH:10]/[CH2:11][C@H:12]([C:16](=O)[C:17]1[CH:22]=[CH:21][C:20]([O:23][CH3:24])=[C:19]([O:25][CH2:26][CH2:27][CH2:28][O:29][CH3:30])[CH:18]=1)[CH:13]([CH3:15])[CH3:14])[C:5]([OH:7])=[O:6])([CH3:3])[CH3:2].C([SiH](CC)CC)C.O. The catalyst is FC(F)(F)C(O)=O. The product is [CH:1]([C@H:4]([CH2:8]/[CH:9]=[CH:10]/[CH2:11][C@H:12]([CH2:16][C:17]1[CH:22]=[CH:21][C:20]([O:23][CH3:24])=[C:19]([O:25][CH2:26][CH2:27][CH2:28][O:29][CH3:30])[CH:18]=1)[CH:13]([CH3:15])[CH3:14])[C:5]([OH:7])=[O:6])([CH3:2])[CH3:3]. The yield is 0.610.